From a dataset of Catalyst prediction with 721,799 reactions and 888 catalyst types from USPTO. Predict which catalyst facilitates the given reaction. (1) Reactant: Cl.[C:2]([C:4]1([NH2:8])[CH2:7][CH2:6][CH2:5]1)#[N:3].CCN(CC)CC.[CH3:16][O:17][C:18]1[CH:26]=[CH:25][C:21]([C:22](Cl)=[O:23])=[CH:20][CH:19]=1.CCOC(C)=O. Product: [C:2]([C:4]1([NH:8][C:22](=[O:23])[C:21]2[CH:25]=[CH:26][C:18]([O:17][CH3:16])=[CH:19][CH:20]=2)[CH2:7][CH2:6][CH2:5]1)#[N:3]. The catalyst class is: 20. (2) Reactant: [CH3:1][S:2]([N:5]1[CH2:10][CH2:9][N:8]([C:11]2[CH:16]=[CH:15][C:14]([O:17][CH2:18][CH2:19][CH2:20][C:21]([F:24])([F:23])[F:22])=[CH:13][CH:12]=2)[CH2:7][CH2:6]1)(=[O:4])=[O:3].[C:25](O[C:25]([O:27][C:28]([CH3:31])([CH3:30])[CH3:29])=[O:26])([O:27][C:28]([CH3:31])([CH3:30])[CH3:29])=[O:26].C[Si](C)(C)N[Si](C)(C)C.[Li].[Cl-].[NH4+]. Product: [C:28]([O:27][C:25](=[O:26])[CH2:1][S:2]([N:5]1[CH2:10][CH2:9][N:8]([C:11]2[CH:12]=[CH:13][C:14]([O:17][CH2:18][CH2:19][CH2:20][C:21]([F:24])([F:23])[F:22])=[CH:15][CH:16]=2)[CH2:7][CH2:6]1)(=[O:3])=[O:4])([CH3:31])([CH3:30])[CH3:29]. The catalyst class is: 7. (3) Reactant: Br[C:2]1[CH:3]=[C:4]([C:8]2[C:20]([C:21]3[C:26]([F:27])=[CH:25][N:24]=[C:23]([NH:28][C:29]4[CH:34]=[CH:33][CH:32]=[C:31]([F:35])[CH:30]=4)[N:22]=3)=[C:11]3[CH:12]=[CH:13][C:14]([C:16]([F:19])([F:18])[F:17])=[CH:15][N:10]3[N:9]=2)[CH:5]=[CH:6][CH:7]=1.CC1(C)C2C(=C(P(C3C=CC=CC=3)C3C=CC=CC=3)C=CC=2)OC2C(P(C3C=CC=CC=3)C3C=CC=CC=3)=CC=CC1=2.[F:78][C:79]1[CH:87]=[CH:86][CH:85]=[C:84]([F:88])[C:80]=1[C:81]([NH2:83])=[O:82].C([O-])([O-])=O.[Cs+].[Cs+]. Product: [F:78][C:79]1[CH:87]=[CH:86][CH:85]=[C:84]([F:88])[C:80]=1[C:81]([NH:83][C:2]1[CH:7]=[CH:6][CH:5]=[C:4]([C:8]2[C:20]([C:21]3[C:26]([F:27])=[CH:25][N:24]=[C:23]([NH:28][C:29]4[CH:34]=[CH:33][CH:32]=[C:31]([F:35])[CH:30]=4)[N:22]=3)=[C:11]3[CH:12]=[CH:13][C:14]([C:16]([F:19])([F:18])[F:17])=[CH:15][N:10]3[N:9]=2)[CH:3]=1)=[O:82]. The catalyst class is: 102. (4) Reactant: [H-].[Na+].[CH3:3][O:4][C:5]1[CH:6]=[C:7]([CH:10]=[CH:11][C:12]=1[O:13][CH3:14])[CH2:8][OH:9].[F:15][C:16]1[CH:23]=[CH:22][CH:21]=[C:20](F)[C:17]=1[C:18]#[N:19]. Product: [CH3:3][O:4][C:5]1[CH:6]=[C:7]([CH:10]=[CH:11][C:12]=1[O:13][CH3:14])[CH2:8][O:9][C:20]1[CH:21]=[CH:22][CH:23]=[C:16]([F:15])[C:17]=1[C:18]#[N:19]. The catalyst class is: 3. (5) Reactant: C([N:8]1[CH2:13][CH2:12][O:11][C@H:10]([CH3:14])[C@H:9]1[CH2:15][CH3:16])C1C=CC=CC=1.[ClH:17]. Product: [ClH:17].[CH2:15]([C@@H:9]1[C@@H:10]([CH3:14])[O:11][CH2:12][CH2:13][NH:8]1)[CH3:16]. The catalyst class is: 105. (6) Reactant: [CH3:1][O:2][C:3]1[CH:27]=[CH:26][C:6]([CH2:7][CH:8]2[CH2:12]OS(=O)(=O)[N:9]2[CH:15]([CH:23]([CH3:25])[CH3:24])[C:16]([O:18][C:19]([CH3:22])([CH3:21])[CH3:20])=[O:17])=[CH:5][CH:4]=1.C([O-])([O-])=O.[Cs+].[Cs+].[CH2:34]([NH2:41])[C:35]1[CH:40]=[CH:39][CH:38]=[CH:37][CH:36]=1. Product: [CH2:34]([NH:41][CH2:12][CH:8]([NH:9][CH:15]([CH:23]([CH3:25])[CH3:24])[C:16]([O:18][C:19]([CH3:22])([CH3:21])[CH3:20])=[O:17])[CH2:7][C:6]1[CH:26]=[CH:27][C:3]([O:2][CH3:1])=[CH:4][CH:5]=1)[C:35]1[CH:40]=[CH:39][CH:38]=[CH:37][CH:36]=1. The catalyst class is: 10.